Dataset: Forward reaction prediction with 1.9M reactions from USPTO patents (1976-2016). Task: Predict the product of the given reaction. Given the reactants [CH3:1][O:2][C:3]1[CH:13]=[CH:12][C:6]2[NH:7][C:8](=[O:11])[CH2:9][O:10][C:5]=2[CH:4]=1.[H-].[Na+].[CH3:16]I.O, predict the reaction product. The product is: [CH3:1][O:2][C:3]1[CH:13]=[CH:12][C:6]2[N:7]([CH3:16])[C:8](=[O:11])[CH2:9][O:10][C:5]=2[CH:4]=1.